From a dataset of Catalyst prediction with 721,799 reactions and 888 catalyst types from USPTO. Predict which catalyst facilitates the given reaction. The catalyst class is: 4. Reactant: [CH:1]1[C:13]2[CH:12]([CH2:14][O:15][C:16]([NH:18][C:19]3([C:24]([NH:26][C@H:27]([C:31]([N:33]([CH3:50])[C@@H:34]([C@@H:46]([CH3:49])[CH2:47][CH3:48])[C@H:35]([O:44][CH3:45])[CH2:36][C:37]([O:39]C(C)(C)C)=[O:38])=[O:32])[CH:28]([CH3:30])[CH3:29])=[O:25])[CH2:23][CH2:22][CH2:21][CH2:20]3)=[O:17])[C:11]3[C:6](=[CH:7][CH:8]=[CH:9][CH:10]=3)[C:5]=2[CH:4]=[CH:3][CH:2]=1.FC(F)(F)C(O)=O. Product: [CH:10]1[C:11]2[CH:12]([CH2:14][O:15][C:16]([NH:18][C:19]3([C:24]([NH:26][C@H:27]([C:31]([N:33]([CH3:50])[C@@H:34]([C@@H:46]([CH3:49])[CH2:47][CH3:48])[C@H:35]([O:44][CH3:45])[CH2:36][C:37]([OH:39])=[O:38])=[O:32])[CH:28]([CH3:29])[CH3:30])=[O:25])[CH2:20][CH2:21][CH2:22][CH2:23]3)=[O:17])[C:13]3[C:5](=[CH:4][CH:3]=[CH:2][CH:1]=3)[C:6]=2[CH:7]=[CH:8][CH:9]=1.